This data is from Catalyst prediction with 721,799 reactions and 888 catalyst types from USPTO. The task is: Predict which catalyst facilitates the given reaction. (1) The catalyst class is: 1. Reactant: [C:1]([O:5][C:6]([N:8]1[CH2:13][CH2:12][N:11]([C:14]2[S:15][C:16]([C:32]([O:34]CC)=[O:33])=[C:17]([C:19]3[CH:24]=[CH:23][C:22]([O:25][C:26]4[CH:31]=[CH:30][CH:29]=[CH:28][CH:27]=4)=[CH:21][CH:20]=3)[N:18]=2)[CH2:10][CH2:9]1)=[O:7])([CH3:4])([CH3:3])[CH3:2].O.CO.[OH-].[Li+]. Product: [C:1]([O:5][C:6]([N:8]1[CH2:9][CH2:10][N:11]([C:14]2[S:15][C:16]([C:32]([OH:34])=[O:33])=[C:17]([C:19]3[CH:24]=[CH:23][C:22]([O:25][C:26]4[CH:31]=[CH:30][CH:29]=[CH:28][CH:27]=4)=[CH:21][CH:20]=3)[N:18]=2)[CH2:12][CH2:13]1)=[O:7])([CH3:4])([CH3:2])[CH3:3]. (2) Reactant: [Cl:1][C:2]1[CH:10]=[C:9]([NH:11][CH:12]([CH3:14])[CH3:13])[C:5]([C:6]([NH2:8])=O)=[CH:4][N:3]=1.N1C(Cl)=NC(Cl)=NC=1Cl. Product: [Cl:1][C:2]1[CH:10]=[C:9]([NH:11][CH:12]([CH3:14])[CH3:13])[C:5]([C:6]#[N:8])=[CH:4][N:3]=1. The catalyst class is: 3. (3) Reactant: COC1C=CC(C[O:10][C:11]2[CH:18]=[CH:17][C:14]([CH:15]=[O:16])=[CH:13][C:12]=2[O:19][CH2:20][C:21]2[CH:26]=[CH:25][CH:24]=[CH:23][CH:22]=2)=CC=1. Product: [OH:10][C:11]1[CH:18]=[CH:17][C:14]([CH:15]=[O:16])=[CH:13][C:12]=1[O:19][CH2:20][C:21]1[CH:26]=[CH:25][CH:24]=[CH:23][CH:22]=1. The catalyst class is: 15. (4) Reactant: Cl[C:2]1[C:11]2[C:6](=[CH:7][C:8]([C:12]3[C:13]([CH3:18])=[N:14][O:15][C:16]=3[CH3:17])=[CH:9][CH:10]=2)[N:5]=[CH:4][C:3]=1[C:19]([NH2:21])=[O:20].[NH2:22][C:23]1[CH:24]=[C:25]([CH:29]=[C:30]([N+:32]([O-:34])=[O:33])[CH:31]=1)[C:26]([OH:28])=[O:27]. The catalyst class is: 15. Product: [NH2:21][C:19]([C:3]1[CH:4]=[N:5][C:6]2[C:11]([C:2]=1[NH:22][C:23]1[CH:24]=[C:25]([CH:29]=[C:30]([N+:32]([O-:34])=[O:33])[CH:31]=1)[C:26]([OH:28])=[O:27])=[CH:10][CH:9]=[C:8]([C:12]1[C:13]([CH3:18])=[N:14][O:15][C:16]=1[CH3:17])[CH:7]=2)=[O:20]. (5) Reactant: [NH2:1][C:2]1[CH:3]=[C:4]2[C:8](=[CH:9][CH:10]=1)[NH:7][CH:6]=[CH:5]2.[C:11]([O:15][C:16](O[C:16]([O:15][C:11]([CH3:14])([CH3:13])[CH3:12])=[O:17])=[O:17])([CH3:14])([CH3:13])[CH3:12]. Product: [C:11]([O:15][C:16]([NH:1][C:2]1[CH:3]=[C:4]2[C:8](=[CH:9][CH:10]=1)[N:7]([C:16]([O:15][C:11]([CH3:14])([CH3:13])[CH3:12])=[O:17])[CH:6]=[CH:5]2)=[O:17])([CH3:14])([CH3:13])[CH3:12]. The catalyst class is: 616. (6) Reactant: Cl.C(OC([NH:9][C:10]1[CH:11]=[CH:12][C:13]([C:16]2(O)[N:20]([C:21]3[CH:22]=[N:23][CH:24]=[CH:25][CH:26]=3)[N:19]=[C:18]([C:27]([O:29][CH2:30][CH3:31])=[O:28])[CH2:17]2)=[N:14][CH:15]=1)=O)(C)(C)C. Product: [NH2:9][C:10]1[CH:11]=[CH:12][C:13]([C:16]2[N:20]([C:21]3[CH:22]=[N:23][CH:24]=[CH:25][CH:26]=3)[N:19]=[C:18]([C:27]([O:29][CH2:30][CH3:31])=[O:28])[CH:17]=2)=[N:14][CH:15]=1. The catalyst class is: 8.